This data is from Full USPTO retrosynthesis dataset with 1.9M reactions from patents (1976-2016). The task is: Predict the reactants needed to synthesize the given product. (1) Given the product [NH2:13][C:5]1[C:4]([CH:20]([C:22]2[CH:27]=[CH:26][CH:25]=[C:24]([O:28][CH3:29])[C:23]=2[O:30][CH3:31])[OH:21])=[CH:3][C:2]([Cl:1])=[CH:7][C:6]=1[O:8][CH2:9][CH2:10][CH2:11][OH:12], predict the reactants needed to synthesize it. The reactants are: [Cl:1][C:2]1[CH:7]=[C:6]([O:8][CH2:9][CH2:10][CH2:11][OH:12])[C:5]([NH:13]C(=O)C(C)(C)C)=[C:4]([CH:20]([C:22]2[CH:27]=[CH:26][CH:25]=[C:24]([O:28][CH3:29])[C:23]=2[O:30][CH3:31])[OH:21])[CH:3]=1.[OH-].[K+]. (2) Given the product [CH3:1][C:2]1[S:3][CH:4]=[CH:5][C:6]=1[C:7]([Cl:13])=[O:9], predict the reactants needed to synthesize it. The reactants are: [CH3:1][C:2]1[S:3][CH:4]=[CH:5][C:6]=1[C:7]([OH:9])=O.C(Cl)(=O)C([Cl:13])=O.CN(C)C=O. (3) Given the product [CH3:20][O:19][C@H:10]([CH2:11][N:12]1[CH2:13][CH2:14][N:15]([CH3:18])[CH2:16][CH2:17]1)[CH2:9][NH2:8], predict the reactants needed to synthesize it. The reactants are: C([N:8](CC1C=CC=CC=1)[CH2:9][C@H:10]([O:19][CH3:20])[CH2:11][N:12]1[CH2:17][CH2:16][N:15]([CH3:18])[CH2:14][CH2:13]1)C1C=CC=CC=1.[H][H].